Task: Predict the reactants needed to synthesize the given product.. Dataset: Full USPTO retrosynthesis dataset with 1.9M reactions from patents (1976-2016) (1) Given the product [Br:1][C:2]1[CH:10]=[C:9](/[CH:11]=[CH:12]/[CH:13]([C:18]2[CH:19]=[C:20]([Cl:26])[C:21]([Cl:25])=[C:22]([Cl:24])[CH:23]=2)[C:14]([F:17])([F:15])[F:16])[CH:8]=[CH:7][C:3]=1[C:4]([NH:29][N:28]([CH3:27])[C:30](=[O:33])[CH2:31][CH3:32])=[O:5], predict the reactants needed to synthesize it. The reactants are: [Br:1][C:2]1[CH:10]=[C:9](/[CH:11]=[CH:12]/[CH:13]([C:18]2[CH:23]=[C:22]([Cl:24])[C:21]([Cl:25])=[C:20]([Cl:26])[CH:19]=2)[C:14]([F:17])([F:16])[F:15])[CH:8]=[CH:7][C:3]=1[C:4](O)=[O:5].[CH3:27][N:28]([C:30](=[O:33])[CH2:31][CH3:32])[NH2:29].Cl.CN(C)CCCN=C=NCC. (2) Given the product [Br:14][C:15]1[C:16]([F:23])=[C:17]([CH:18]([C:2]2[CH:7]=[N:6][CH:5]=[CH:4][N:3]=2)[OH:19])[CH:20]=[CH:21][CH:22]=1, predict the reactants needed to synthesize it. The reactants are: I[C:2]1[CH:7]=[N:6][CH:5]=[CH:4][N:3]=1.C([Mg]Cl)CCC.[Br:14][C:15]1[C:16]([F:23])=[C:17]([CH:20]=[CH:21][CH:22]=1)[CH:18]=[O:19]. (3) Given the product [N:6]1[CH:5]=[C:4]([C:8]2[CH:9]=[C:10]3[C:14](=[CH:15][CH:16]=2)[N:13]([CH3:17])[C:12](=[O:18])[CH2:11]3)[CH:3]=[C:2]([C:22]2[CH:21]=[N:20][CH:25]=[CH:24][CH:23]=2)[CH:7]=1, predict the reactants needed to synthesize it. The reactants are: Br[C:2]1[CH:3]=[C:4]([C:8]2[C:9](Cl)=[C:10]3[C:14](=[CH:15][CH:16]=2)[N:13]([CH3:17])[C:12](=[O:18])[CH2:11]3)[CH:5]=[N:6][CH:7]=1.[N:20]1[CH:25]=[CH:24][CH:23]=[C:22](B(O)O)[CH:21]=1.COCCOC.C(=O)([O-])[O-].[Na+].[Na+]. (4) The reactants are: [NH2:1][C:2]1[C:3]([C:8]([NH:10][C:11]2[CH:16]=[C:15]([NH:17][C:18](=[O:30])[C:19]3[CH:24]=[CH:23][CH:22]=[C:21]([C:25]([C:28]#[N:29])([CH3:27])[CH3:26])[CH:20]=3)[CH:14]=[CH:13][C:12]=2[CH3:31])=[O:9])=[N:4][CH:5]=[CH:6][N:7]=1.O=[CH:33][CH2:34][NH:35][C:36](=[O:42])[O:37][C:38]([CH3:41])([CH3:40])[CH3:39].[BH-](OC(C)=O)(OC(C)=O)OC(C)=O.[Na+]. Given the product [C:28]([C:25]([C:21]1[CH:20]=[C:19]([CH:24]=[CH:23][CH:22]=1)[C:18]([NH:17][C:15]1[CH:14]=[CH:13][C:12]([CH3:31])=[C:11]([NH:10][C:8]([C:3]2[C:2]([NH:1][CH2:33][CH2:34][NH:35][C:36](=[O:42])[O:37][C:38]([CH3:41])([CH3:40])[CH3:39])=[N:7][CH:6]=[CH:5][N:4]=2)=[O:9])[CH:16]=1)=[O:30])([CH3:27])[CH3:26])#[N:29], predict the reactants needed to synthesize it. (5) Given the product [N:25]1[CH:26]=[CH:27][CH:28]=[C:23]([C:20]2[CH:21]=[CH:22][C:17]3[N:14]([C:12]([CH2:11][C:9]4[CH:8]=[CH:7][C:5]5[N:6]=[C:2]([NH2:1])[S:3][C:4]=5[CH:10]=4)=[N:19][N:18]=3)[N:15]=2)[CH:24]=1, predict the reactants needed to synthesize it. The reactants are: [NH2:1][C:2]1[S:3][C:4]2[CH:10]=[C:9]([CH2:11][C:12]([NH:14][NH2:15])=O)[CH:8]=[CH:7][C:5]=2[N:6]=1.Cl[C:17]1[N:18]=[N:19][C:20]([C:23]2[CH:24]=[N:25][CH:26]=[CH:27][CH:28]=2)=[CH:21][CH:22]=1. (6) The reactants are: [CH3:1][C:2](O)([CH2:4][CH2:5][C:6]([CH3:9])(O)[CH3:7])[CH3:3].[ClH:11].O.C(Cl)[Cl:14]. Given the product [Cl:11][C:2]([CH3:3])([CH2:4][CH2:5][C:6]([Cl:14])([CH3:9])[CH3:7])[CH3:1], predict the reactants needed to synthesize it.